Task: Predict the reaction yield, written as a fraction of the theoretical maximum amount of product (1.0 means a 100% yield; for example, 0.34 means a 34% yield).. Dataset: Reaction yield outcomes from USPTO patents with 853,638 reactions (1) The yield is 0.130. The reactants are Cl[C:2]1[N:7]=[C:6]([N:8]2[CH2:14][CH2:13][CH2:12][N:11]([CH:15]([CH3:17])[CH3:16])[CH2:10][CH2:9]2)[CH:5]=[N:4][CH:3]=1.C([O-])([O-])=O.[Cs+].[Cs+].[F:24][C:25]1[CH:30]=[CH:29][C:28]([CH:31]=[O:32])=[CH:27][C:26]=1B(O)O. The catalyst is O1CCOCC1.O. The product is [F:24][C:25]1[CH:30]=[CH:29][C:28]([CH:31]=[O:32])=[CH:27][C:26]=1[C:2]1[CH:3]=[N:4][CH:5]=[C:6]([N:8]2[CH2:14][CH2:13][CH2:12][N:11]([CH:15]([CH3:17])[CH3:16])[CH2:10][CH2:9]2)[N:7]=1. (2) The reactants are FC(F)(F)C(O)=O.C(OC(=O)[NH:14][CH2:15][CH2:16][CH2:17][C:18]([C:20]1[CH:25]=[CH:24][CH:23]=[C:22]([O:26][CH3:27])[CH:21]=1)=O)(C)(C)C.[OH-].[Na+]. No catalyst specified. The product is [CH3:27][O:26][C:22]1[CH:21]=[C:20]([C:18]2[CH2:17][CH2:16][CH2:15][N:14]=2)[CH:25]=[CH:24][CH:23]=1. The yield is 0.880. (3) The reactants are [H-].[Al+3].[Li+].[H-].[H-].[H-].[NH2:7][C:8]1[S:9][CH:10]=[C:11]([C:13]2[CH:20]=[CH:19][C:16]([C:17]#[N:18])=[CH:15][CH:14]=2)[N:12]=1.[OH-].[Na+].[C:23](O[C:23]([O:25][C:26]([CH3:29])([CH3:28])[CH3:27])=[O:24])([O:25][C:26]([CH3:29])([CH3:28])[CH3:27])=[O:24]. The catalyst is O1CCOCC1.O. The product is [NH2:7][C:8]1[S:9][CH:10]=[C:11]([C:13]2[CH:14]=[CH:15][C:16]([CH2:17][NH:18][C:23]([O:25][C:26]([CH3:29])([CH3:28])[CH3:27])=[O:24])=[CH:19][CH:20]=2)[N:12]=1. The yield is 0.490.